Dataset: Catalyst prediction with 721,799 reactions and 888 catalyst types from USPTO. Task: Predict which catalyst facilitates the given reaction. Reactant: C(OC([N:8]([C:25]1[CH:30]=[C:29]([N:31]2[CH2:36][CH2:35][N:34]([CH3:37])[CH2:33][CH2:32]2)[N:28]=[C:27]([C:38]2[CH:43]=[CH:42][CH:41]=[C:40]([O:44][CH2:45][C:46]([NH:48][CH:49]([CH3:51])[CH3:50])=[O:47])[CH:39]=2)[N:26]=1)[C:9]1[CH:10]=[C:11]2[C:15](=[CH:16][CH:17]=1)[N:14](C(OC(C)(C)C)=O)[N:13]=[CH:12]2)=O)(C)(C)C.[C:52]([OH:58])([C:54]([F:57])([F:56])[F:55])=[O:53]. Product: [OH:58][C:52]([C:54]([F:57])([F:56])[F:55])=[O:53].[NH:14]1[C:15]2[C:11](=[CH:10][C:9]([NH:8][C:25]3[CH:30]=[C:29]([N:31]4[CH2:36][CH2:35][N:34]([CH3:37])[CH2:33][CH2:32]4)[N:28]=[C:27]([C:38]4[CH:39]=[C:40]([CH:41]=[CH:42][CH:43]=4)[O:44][CH2:45][C:46]([NH:48][CH:49]([CH3:51])[CH3:50])=[O:47])[N:26]=3)=[CH:17][CH:16]=2)[CH:12]=[N:13]1. The catalyst class is: 2.